From a dataset of Forward reaction prediction with 1.9M reactions from USPTO patents (1976-2016). Predict the product of the given reaction. (1) Given the reactants [C:1]([O:6][CH2:7][CH:8]1[CH2:13][CH2:12][C:11]([CH3:15])([CH3:14])[CH:10]=[C:9]1[CH3:16])(=[O:5])[CH2:2][CH2:3][CH3:4].CC(C)=CC[C@H](C(C)=C)CO.C(Cl)(=O)CCC, predict the reaction product. The product is: [CH3:4][CH2:3][CH2:2][C:1]([O:6][CH2:7][CH:8]([C:9]([CH3:16])=[CH2:10])[CH2:13][CH:12]=[C:11]([CH3:15])[CH3:14])=[O:5]. (2) Given the reactants [Cl:1][C:2]1[CH:7]=[CH:6][C:5]([N:8]=[C:9]=[O:10])=[CH:4][CH:3]=1.[O:11]1[CH2:16][CH2:15][N:14]([CH2:17][CH2:18][CH2:19][O:20][C:21]2[CH:22]=[C:23]([CH:25]=[CH:26][CH:27]=2)[NH2:24])[CH2:13][CH2:12]1, predict the reaction product. The product is: [Cl:1][C:2]1[CH:7]=[CH:6][C:5]([NH:8][C:9]([NH:24][C:23]2[CH:25]=[CH:26][CH:27]=[C:21]([O:20][CH2:19][CH2:18][CH2:17][N:14]3[CH2:13][CH2:12][O:11][CH2:16][CH2:15]3)[CH:22]=2)=[O:10])=[CH:4][CH:3]=1. (3) Given the reactants [Br:1][C:2]1[CH:3]=[C:4]2[C:12](=[C:13]([C:15](=[O:17])[NH2:16])[CH:14]=1)[NH:11][C:10]1[CH:9]=[CH:8][C:7]([C:18]([O:20]CC)=[O:19])=[CH:6][C:5]2=1.[OH-].[Na+], predict the reaction product. The product is: [Br:1][C:2]1[CH:3]=[C:4]2[C:12](=[C:13]([C:15](=[O:17])[NH2:16])[CH:14]=1)[NH:11][C:10]1[CH:9]=[CH:8][C:7]([C:18]([OH:20])=[O:19])=[CH:6][C:5]2=1.